This data is from NCI-60 drug combinations with 297,098 pairs across 59 cell lines. The task is: Regression. Given two drug SMILES strings and cell line genomic features, predict the synergy score measuring deviation from expected non-interaction effect. (1) Drug 1: CC=C1C(=O)NC(C(=O)OC2CC(=O)NC(C(=O)NC(CSSCCC=C2)C(=O)N1)C(C)C)C(C)C. Drug 2: CS(=O)(=O)OCCCCOS(=O)(=O)C. Cell line: SK-MEL-5. Synergy scores: CSS=51.3, Synergy_ZIP=1.77, Synergy_Bliss=0.494, Synergy_Loewe=-44.2, Synergy_HSA=0.242. (2) Drug 1: CCC1=C2CN3C(=CC4=C(C3=O)COC(=O)C4(CC)O)C2=NC5=C1C=C(C=C5)O. Drug 2: C1CNP(=O)(OC1)N(CCCl)CCCl. Cell line: NCIH23. Synergy scores: CSS=36.1, Synergy_ZIP=1.00, Synergy_Bliss=1.49, Synergy_Loewe=-25.7, Synergy_HSA=0.890. (3) Drug 1: CS(=O)(=O)OCCCCOS(=O)(=O)C. Drug 2: CCN(CC)CCCC(C)NC1=C2C=C(C=CC2=NC3=C1C=CC(=C3)Cl)OC. Cell line: OVCAR-4. Synergy scores: CSS=10.9, Synergy_ZIP=-2.74, Synergy_Bliss=-0.811, Synergy_Loewe=-11.4, Synergy_HSA=-3.05. (4) Drug 1: CCN(CC)CCCC(C)NC1=C2C=C(C=CC2=NC3=C1C=CC(=C3)Cl)OC. Drug 2: COC1=C2C(=CC3=C1OC=C3)C=CC(=O)O2. Cell line: SF-539. Synergy scores: CSS=58.9, Synergy_ZIP=5.90, Synergy_Bliss=2.37, Synergy_Loewe=-9.23, Synergy_HSA=4.05. (5) Drug 1: C1=C(C(=O)NC(=O)N1)F. Drug 2: CC1=C(C(=CC=C1)Cl)NC(=O)C2=CN=C(S2)NC3=CC(=NC(=N3)C)N4CCN(CC4)CCO. Cell line: HT29. Synergy scores: CSS=58.2, Synergy_ZIP=1.58, Synergy_Bliss=0.933, Synergy_Loewe=7.15, Synergy_HSA=9.48.